The task is: Predict the product of the given reaction.. This data is from Forward reaction prediction with 1.9M reactions from USPTO patents (1976-2016). Given the reactants [F:1][C:2]1[CH:7]=[CH:6][C:5]([CH2:8][CH2:9][CH2:10][CH2:11][CH2:12][CH2:13][CH2:14][C:15]([OH:17])=O)=[CH:4][C:3]=1[CH3:18].C(N(CC)CC)C.C(Cl)(=O)C(C)(C)C.[Li+].[Cl-].[CH:35]([C@@H:38]1[CH2:42][O:41][C:40](=[O:43])[NH:39]1)([CH3:37])[CH3:36], predict the reaction product. The product is: [F:1][C:2]1[CH:7]=[CH:6][C:5]([CH2:8][CH2:9][CH2:10][CH2:11][CH2:12][CH2:13][CH2:14][C:15]([N:39]2[C@H:38]([CH:35]([CH3:37])[CH3:36])[CH2:42][O:41][C:40]2=[O:43])=[O:17])=[CH:4][C:3]=1[CH3:18].